Dataset: Full USPTO retrosynthesis dataset with 1.9M reactions from patents (1976-2016). Task: Predict the reactants needed to synthesize the given product. (1) Given the product [CH3:15][O:14][C:9]1[CH:8]=[CH:7][C:6]2[C:2]([S:34][C:26]3[CH:25]=[C:24]([O:23][CH3:22])[C:29]([O:30][CH3:31])=[C:28]([O:32][CH3:33])[CH:27]=3)=[C:3]([C:16]3[CH:17]=[N:18][N:19]([CH3:21])[CH:20]=3)[O:4][C:5]=2[C:10]=1[N+:11]([O-:13])=[O:12], predict the reactants needed to synthesize it. The reactants are: I[C:2]1[C:6]2[CH:7]=[CH:8][C:9]([O:14][CH3:15])=[C:10]([N+:11]([O-:13])=[O:12])[C:5]=2[O:4][C:3]=1[C:16]1[CH:17]=[N:18][N:19]([CH3:21])[CH:20]=1.[CH3:22][O:23][C:24]1[CH:25]=[C:26]([SH:34])[CH:27]=[C:28]([O:32][CH3:33])[C:29]=1[O:30][CH3:31].C([O-])([O-])=O.[K+].[K+].C1(C2C=CC=CC=2O)C=CC=CC=1. (2) Given the product [OH:24][C:17]1[CH:18]=[CH:19][CH:20]=[C:21]2[C:16]=1[CH2:15][CH:14]([NH:13][C:9]1[N:8]=[C:7]([CH3:26])[C:6]([C:4]([OH:5])=[O:3])=[C:11]([CH3:12])[N:10]=1)[CH2:23][CH2:22]2, predict the reactants needed to synthesize it. The reactants are: C([O:3][C:4]([C:6]1[C:7]([CH3:26])=[N:8][C:9]([NH:13][CH:14]2[CH2:23][CH2:22][C:21]3[C:16](=[C:17]([O:24]C)[CH:18]=[CH:19][CH:20]=3)[CH2:15]2)=[N:10][C:11]=1[CH3:12])=[O:5])C.B(Br)(Br)Br.C(Cl)Cl.O[Li].O. (3) Given the product [N:9]1[CH:14]=[CH:13][CH:12]=[CH:11][C:10]=1[C:15](=[O:16])[CH2:8][C:6]1[CH:5]=[CH:4][N:3]=[C:2]([Br:1])[CH:7]=1, predict the reactants needed to synthesize it. The reactants are: [Br:1][C:2]1[CH:7]=[C:6]([CH3:8])[CH:5]=[CH:4][N:3]=1.[N:9]1[CH:14]=[CH:13][CH:12]=[CH:11][C:10]=1[C:15](OCC)=[O:16].C[Si]([N-][Si](C)(C)C)(C)C.[Na+]. (4) Given the product [OH:1][C:2]1[C:11]2[C:10]([CH3:12])([CH3:13])[CH2:9][CH2:8][C:7]([CH3:15])([CH3:14])[C:6]=2[CH:5]=[C:4]([C:16](=[O:17])[CH3:18])[CH:3]=1, predict the reactants needed to synthesize it. The reactants are: [OH:1][C:2]1[C:11]2[C:10]([CH3:13])([CH3:12])[CH2:9][CH2:8][C:7]([CH3:15])([CH3:14])[C:6]=2[CH:5]=[C:4]([CH:16]=[O:17])[CH:3]=1.[CH3:18][Mg]Br.[Cl-].[NH4+].CS(C)=O.C(Cl)(=O)C(Cl)=O.C(N(CC)CC)C. (5) Given the product [CH3:1][O:2][CH2:3][CH2:4][CH2:5][N:6]1[C:11]2[CH:12]=[C:13]([CH2:16][O:17][C@H:18]3[CH2:23][N:22]([S:24]([C:27]4[CH:28]=[CH:29][C:30]([CH3:33])=[CH:31][CH:32]=4)(=[O:25])=[O:26])[C@H:21]([CH2:34][CH2:35][C:36]([O:38][CH3:39])=[O:37])[CH2:20][CH2:19]3)[CH:14]=[CH:15][C:10]=2[O:9][CH2:8][CH2:7]1, predict the reactants needed to synthesize it. The reactants are: [CH3:1][O:2][CH2:3][CH2:4][CH2:5][N:6]1[C:11]2[CH:12]=[C:13]([CH2:16][O:17][C@H:18]3[CH2:23][N:22]([S:24]([C:27]4[CH:32]=[CH:31][C:30]([CH3:33])=[CH:29][CH:28]=4)(=[O:26])=[O:25])[C@H:21]([CH2:34][CH2:35][C:36]([OH:38])=[O:37])[CH2:20][CH2:19]3)[CH:14]=[CH:15][C:10]=2[O:9][CH2:8][CH2:7]1.[CH3:39][Si](C=[N+]=[N-])(C)C. (6) Given the product [CH2:1]([N:4]([CH2:15][CH:16]=[CH2:17])[CH2:5][C:6]([C:8]1[CH:13]=[CH:12][C:11]([F:14])=[CH:10][CH:9]=1)=[N:24][OH:25])[CH:2]=[CH2:3], predict the reactants needed to synthesize it. The reactants are: [CH2:1]([N:4]([CH2:15][CH:16]=[CH2:17])[CH2:5][C:6]([C:8]1[CH:13]=[CH:12][C:11]([F:14])=[CH:10][CH:9]=1)=O)[CH:2]=[CH2:3].C([O-])(=O)C.[Na+].Cl.[NH2:24][OH:25].